This data is from Full USPTO retrosynthesis dataset with 1.9M reactions from patents (1976-2016). The task is: Predict the reactants needed to synthesize the given product. (1) Given the product [CH3:16][O:17][CH:18]1[CH2:23][CH2:22][CH2:21][N:20]([CH2:24][CH2:25][NH:26][C:27]2[N:28]=[N+:29]([O-:40])[C:30]3[CH:39]=[C:38]4[C:34]([CH2:35][CH2:36][CH2:37]4)=[CH:33][C:31]=3[N+:32]=2[O-:4])[CH2:19]1, predict the reactants needed to synthesize it. The reactants are: OO.C(OC(C(F)(F)F)=O)(C(F)(F)F)=[O:4].[CH3:16][O:17][CH:18]1[CH2:23][CH2:22][CH2:21][N:20]([CH2:24][CH2:25][NH:26][C:27]2[N:28]=[N+:29]([O-:40])[C:30]3[CH:39]=[C:38]4[C:34]([CH2:35][CH2:36][CH2:37]4)=[CH:33][C:31]=3[N:32]=2)[CH2:19]1.C(O)(C(F)(F)F)=O. (2) Given the product [Cl:31][CH2:2][CH2:3][O:4][NH:5][C:6]([C:8]1[CH:9]=[N:10][N:11]2[CH:16]=[CH:15][C:14]([N:17]3[CH2:21][CH2:20][CH2:19][C@@H:18]3[C:22]3[C:23](=[O:29])[NH:24][CH:25]=[C:26]([F:28])[CH:27]=3)=[N:13][C:12]=12)=[O:7], predict the reactants needed to synthesize it. The reactants are: Br[CH2:2][CH2:3][O:4][NH:5][C:6]([C:8]1[CH:9]=[N:10][N:11]2[CH:16]=[CH:15][C:14]([N:17]3[CH2:21][CH2:20][CH2:19][C@@H:18]3[C:22]3[C:23]([O:29]C)=[N:24][CH:25]=[C:26]([F:28])[CH:27]=3)=[N:13][C:12]=12)=[O:7].[ClH:31]. (3) Given the product [Cl:1][C:2]1[CH:7]=[CH:6][C:5]([C:8]2[N:12]3[CH:13]=[C:14]([C:17]4[CH:18]=[CH:19][C:20]([C:21]([N:23]5[CH2:28][CH2:27][CH:26]([OH:29])[CH2:25][CH2:24]5)=[O:22])=[CH:30][CH:31]=4)[N:15]=[CH:16][C:11]3=[N:10][CH:9]=2)=[CH:4][CH:3]=1, predict the reactants needed to synthesize it. The reactants are: [Cl:1][C:2]1[CH:7]=[CH:6][C:5]([C:8]2[N:12]3[CH:13]=[C:14]([C:17]4[CH:31]=[CH:30][C:20]([C:21]([N:23]5[CH2:28][CH2:27][C:26](=[O:29])[CH2:25][CH2:24]5)=[O:22])=[CH:19][CH:18]=4)[N:15]=[CH:16][C:11]3=[N:10][CH:9]=2)=[CH:4][CH:3]=1.[BH4-].[Na+].